This data is from Forward reaction prediction with 1.9M reactions from USPTO patents (1976-2016). The task is: Predict the product of the given reaction. (1) The product is: [CH:1]1([N:4]([CH2:12][C:13]2[CH:18]=[C:17]([CH:19]=[O:23])[CH:16]=[C:15]([Cl:21])[C:14]=2[Cl:22])[C:5](=[O:11])[O:6][C:7]([CH3:10])([CH3:9])[CH3:8])[CH2:3][CH2:2]1. Given the reactants [CH:1]1([N:4]([CH2:12][C:13]2[CH:18]=[C:17]([CH:19]=C)[CH:16]=[C:15]([Cl:21])[C:14]=2[Cl:22])[C:5](=[O:11])[O:6][C:7]([CH3:10])([CH3:9])[CH3:8])[CH2:3][CH2:2]1.[O:23]=[O+][O-].C1(P(C2C=CC=CC=2)C2C=CC=CC=2)C=CC=CC=1, predict the reaction product. (2) Given the reactants [NH:1]1[CH2:5][CH2:4][CH2:3][CH2:2]1.[N+:6]([C:9]1[CH:10]=[CH:11][C:12]2[CH2:18][CH2:17][C:16](=O)[CH2:15][CH2:14][C:13]=2[CH:20]=1)([O-:8])=[O:7].[BH-](OC(C)=O)(OC(C)=O)OC(C)=O.[Na+].CC(O)=O, predict the reaction product. The product is: [N+:6]([C:9]1[CH:10]=[CH:11][C:12]2[CH2:18][CH2:17][CH:16]([N:1]3[CH2:5][CH2:4][CH2:3][CH2:2]3)[CH2:15][CH2:14][C:13]=2[CH:20]=1)([O-:8])=[O:7]. (3) Given the reactants [OH:1][CH2:2][CH:3]1[CH2:8][CH2:7][NH:6][CH2:5][CH2:4]1.[C:9](=[O:12])([O-])[O-:10].[K+].[K+].Cl[CH2:16]Cl, predict the reaction product. The product is: [CH3:16][O:10][C:9]([N:6]1[CH2:7][CH2:8][CH:3]([CH2:2][OH:1])[CH2:4][CH2:5]1)=[O:12]. (4) The product is: [F:11][C:10]1[CH:9]=[C:8]([S:12]([NH:13][CH3:14])(=[O:16])=[O:15])[CH:7]=[C:3]([C:4]([N:28]2[CH2:27][CH2:26][N:25]([C:22]3[CH:21]=[CH:20][C:19]([C:18]([F:31])([F:32])[F:17])=[CH:24][CH:23]=3)[CH2:30][CH2:29]2)=[O:6])[C:2]=1[F:1]. Given the reactants [F:1][C:2]1[C:10]([F:11])=[CH:9][C:8]([S:12](=[O:16])(=[O:15])[NH:13][CH3:14])=[CH:7][C:3]=1[C:4]([OH:6])=O.[F:17][C:18]([F:32])([F:31])[C:19]1[CH:24]=[CH:23][C:22]([N:25]2[CH2:30][CH2:29][NH:28][CH2:27][CH2:26]2)=[CH:21][CH:20]=1, predict the reaction product. (5) Given the reactants Cl[CH2:2][C:3]1[CH:4]=[CH:5][C:6]([O:9][CH3:10])=[N:7][CH:8]=1.Br[C:12]1[CH:21]=[C:20]2[C:22](=[O:41])[N:23]([C@H:27]3[CH2:32][CH2:31][CH2:30][CH2:29][C@@H:28]3[O:33][Si:34]([C:37]([CH3:40])([CH3:39])[CH3:38])([CH3:36])[CH3:35])[C:24]([CH3:26])([CH3:25])[C:19]2=[C:18]2[C:13]=1[CH:14]=[CH:15][CH:16]=[N:17]2, predict the reaction product. The product is: [Si:34]([O:33][C@H:28]1[CH2:29][CH2:30][CH2:31][CH2:32][C@@H:27]1[N:23]1[C:24]([CH3:26])([CH3:25])[C:19]2[C:20](=[CH:21][C:12]([CH2:2][C:3]3[CH:8]=[N:7][C:6]([O:9][CH3:10])=[CH:5][CH:4]=3)=[C:13]3[C:18]=2[N:17]=[CH:16][CH:15]=[CH:14]3)[C:22]1=[O:41])([C:37]([CH3:40])([CH3:38])[CH3:39])([CH3:36])[CH3:35]. (6) Given the reactants Cl[C:2]1[CH:3]=[CH:4][CH:5]=[C:6]2[C:10]=1[N:9]([CH2:11][CH2:12][CH3:13])[N:8]=[C:7]2[C:14]1[CH:19]=[CH:18][C:17]([O:20][CH3:21])=[CH:16][CH:15]=1.[CH3:22][O:23][C:24]1[CH:29]=[CH:28][C:27]([Mg]Br)=[CH:26][CH:25]=1, predict the reaction product. The product is: [CH3:22][O:23][C:24]1[CH:29]=[CH:28][C:27]([C:2]2[CH:3]=[CH:4][CH:5]=[C:6]3[C:10]=2[N:9]([CH2:11][CH2:12][CH3:13])[N:8]=[C:7]3[C:14]2[CH:19]=[CH:18][C:17]([O:20][CH3:21])=[CH:16][CH:15]=2)=[CH:26][CH:25]=1. (7) Given the reactants C(OC[N:9]1[C:13]2[N:14]=[N:15][CH:16]=[C:17]([C:18]3[CH:19]=[N:20][N:21]([C@H:23]([CH:27]4[CH2:31][CH2:30][CH2:29][CH2:28]4)[CH2:24][C:25]#[N:26])[CH:22]=3)[C:12]=2[CH:11]=[CH:10]1)(=O)C(C)(C)C.[OH-].[Na+], predict the reaction product. The product is: [N:14]1[C:13]2[NH:9][CH:10]=[CH:11][C:12]=2[C:17]([C:18]2[CH:19]=[N:20][N:21]([C@H:23]([CH:27]3[CH2:31][CH2:30][CH2:29][CH2:28]3)[CH2:24][C:25]#[N:26])[CH:22]=2)=[CH:16][N:15]=1. (8) The product is: [F:11][C:10]([F:13])([F:12])[O:9][C:6]1[CH:7]=[CH:8][C:3]([CH2:2][O:36][C:33]2[CH:32]=[CH:31][C:30]([CH2:29][S:28][C:25]3[CH:26]=[CH:27][C:19]([O:18][CH2:17][C:16]([OH:37])=[O:15])=[C:20]4[C:24]=3[CH2:23][CH2:22][CH2:21]4)=[CH:35][CH:34]=2)=[CH:4][CH:5]=1. Given the reactants Br[CH2:2][C:3]1[CH:8]=[CH:7][C:6]([O:9][C:10]([F:13])([F:12])[F:11])=[CH:5][CH:4]=1.C[O:15][C:16](=[O:37])[CH2:17][O:18][C:19]1[CH:27]=[CH:26][C:25]([S:28][CH2:29][C:30]2[CH:35]=[CH:34][C:33]([OH:36])=[CH:32][CH:31]=2)=[C:24]2[C:20]=1[CH2:21][CH2:22][CH2:23]2, predict the reaction product.